From a dataset of Forward reaction prediction with 1.9M reactions from USPTO patents (1976-2016). Predict the product of the given reaction. Given the reactants [CH:1]([C:3]1[CH:4]=[C:5]([CH:9]=[CH:10][CH:11]=1)[C:6]([OH:8])=[O:7])=[O:2].C1(C)C=CC(S([CH2:21][N+:22]#[C-:23])(=O)=O)=CC=1.C(=O)([O-])[O-].[K+].[K+], predict the reaction product. The product is: [O:2]1[C:1]([C:3]2[CH:4]=[C:5]([CH:9]=[CH:10][CH:11]=2)[C:6]([OH:8])=[O:7])=[CH:23][N:22]=[CH:21]1.